This data is from Forward reaction prediction with 1.9M reactions from USPTO patents (1976-2016). The task is: Predict the product of the given reaction. (1) Given the reactants I[C:2]1[N:7]=[CH:6][C:5]([CH2:8][N:9]2[CH:14]=[C:13]([C:15]3[CH:20]=[CH:19][C:18]([O:21][CH3:22])=[CH:17][CH:16]=3)[CH:12]=[CH:11][C:10]2=[O:23])=[CH:4][CH:3]=1.C(N(C(C)C)C(C)C)C.[CH3:33][Si:34]([C:37]#[CH:38])([CH3:36])[CH3:35], predict the reaction product. The product is: [CH3:22][O:21][C:18]1[CH:19]=[CH:20][C:15]([C:13]2[CH:12]=[CH:11][C:10](=[O:23])[N:9]([CH2:8][C:5]3[CH:6]=[N:7][C:2]([C:38]#[C:37][Si:34]([CH3:36])([CH3:35])[CH3:33])=[CH:3][CH:4]=3)[CH:14]=2)=[CH:16][CH:17]=1. (2) Given the reactants [OH:1][C@H:2]([CH3:37])[C@@H:3]([NH:6][C:7]([C:9]1[NH:10][C:11]([C:14]2[CH:19]=[C:18]([O:20][C:21]3[CH:22]=[N:23][C:24]([S:27]([CH3:30])(=[O:29])=[O:28])=[CH:25][CH:26]=3)[CH:17]=[C:16]([O:31][C@@H:32]([CH3:36])[CH2:33][O:34][CH3:35])[CH:15]=2)=[CH:12][CH:13]=1)=O)[CH2:4][OH:5].CS(O)(=O)=O.C(N(CC)CC)C.C(=O)([O-])O.[Na+], predict the reaction product. The product is: [CH3:35][O:34][CH2:33][C@H:32]([CH3:36])[O:31][C:16]1[CH:15]=[C:14]([C:11]2[NH:10][C:9]([C:7]3[O:5][CH2:4][C@@H:3]([C@H:2]([OH:1])[CH3:37])[N:6]=3)=[CH:13][CH:12]=2)[CH:19]=[C:18]([O:20][C:21]2[CH:22]=[N:23][C:24]([S:27]([CH3:30])(=[O:28])=[O:29])=[CH:25][CH:26]=2)[CH:17]=1.